This data is from Retrosynthesis with 50K atom-mapped reactions and 10 reaction types from USPTO. The task is: Predict the reactants needed to synthesize the given product. (1) Given the product O=C(CNc1ccccc1)Nc1ccc(-c2nc3cc(Cl)ccc3o2)cc1, predict the reactants needed to synthesize it. The reactants are: Nc1ccccc1.O=C(CBr)Nc1ccc(-c2nc3cc(Cl)ccc3o2)cc1. (2) Given the product O=C(CCC(F)(F)F)CCC(F)(F)F, predict the reactants needed to synthesize it. The reactants are: OC(CCC(F)(F)F)CCC(F)(F)F. (3) Given the product O=C(Nc1ccc(N2CC[C@@H](O)C2)nc1)Oc1ccccc1, predict the reactants needed to synthesize it. The reactants are: Nc1ccc(N2CC[C@@H](O)C2)nc1.O=C(Cl)Oc1ccccc1. (4) Given the product CC(C)(C)OC(=O)N1CCC(C(=O)NNC(=O)CCl)CC1, predict the reactants needed to synthesize it. The reactants are: CC(C)(C)OC(=O)N1CCC(C(=O)NN)CC1.O=C(Cl)CCl. (5) Given the product O=C(Nc1cc(Cl)ccc1O)C(Cl)c1ccccc1, predict the reactants needed to synthesize it. The reactants are: Nc1cc(Cl)ccc1O.O=C(Cl)C(Cl)c1ccccc1. (6) The reactants are: Cc1cc(Br)ccc1C1(O)CCC(C(=O)O)CC1.N[C@H]1CC[C@@H](O)CC1. Given the product Cc1cc(Br)ccc1C1(O)CCC(C(=O)N[C@H]2CC[C@@H](O)CC2)CC1, predict the reactants needed to synthesize it. (7) Given the product N#Cc1cc(N)ccc1N1CCN(C(c2ccccc2)c2ccc(Cl)cc2)CC1, predict the reactants needed to synthesize it. The reactants are: N#Cc1cc([N+](=O)[O-])ccc1N1CCN(C(c2ccccc2)c2ccc(Cl)cc2)CC1.